This data is from Full USPTO retrosynthesis dataset with 1.9M reactions from patents (1976-2016). The task is: Predict the reactants needed to synthesize the given product. (1) Given the product [CH2:1]([NH:3][C:4](=[O:27])[O:5][C:6]1[C:7]([CH3:26])=[C:8]2[N:13]([CH:14]=1)[N:12]=[CH:11][N:10]=[C:9]2[O:15][C:16]1[CH:21]=[CH:20][C:19]([NH2:22])=[CH:18][C:17]=1[F:25])[CH3:2], predict the reactants needed to synthesize it. The reactants are: [CH2:1]([NH:3][C:4](=[O:27])[O:5][C:6]1[C:7]([CH3:26])=[C:8]2[N:13]([CH:14]=1)[N:12]=[CH:11][N:10]=[C:9]2[O:15][C:16]1[CH:21]=[CH:20][C:19]([N+:22]([O-])=O)=[CH:18][C:17]=1[F:25])[CH3:2]. (2) Given the product [Cl:20][C:15]1[CH:16]=[C:17]([O:18][CH3:19])[C:12]([NH:11][S:8]([C:4]2[CH:5]=[N:6][CH:7]=[C:2]([C:21]3[CH:26]=[CH:25][CH:24]=[CH:23][CH:22]=3)[CH:3]=2)(=[O:10])=[O:9])=[N:13][CH:14]=1, predict the reactants needed to synthesize it. The reactants are: Br[C:2]1[CH:3]=[C:4]([S:8]([NH:11][C:12]2[C:17]([O:18][CH3:19])=[CH:16][C:15]([Cl:20])=[CH:14][N:13]=2)(=[O:10])=[O:9])[CH:5]=[N:6][CH:7]=1.[C:21]1(B(O)O)[CH:26]=[CH:25][CH:24]=[CH:23][CH:22]=1.C([O-])([O-])=O.[Na+].[Na+].